This data is from NCI-60 drug combinations with 297,098 pairs across 59 cell lines. The task is: Regression. Given two drug SMILES strings and cell line genomic features, predict the synergy score measuring deviation from expected non-interaction effect. (1) Drug 1: CN(C)N=NC1=C(NC=N1)C(=O)N. Drug 2: N.N.Cl[Pt+2]Cl. Cell line: RPMI-8226. Synergy scores: CSS=-0.0715, Synergy_ZIP=1.85, Synergy_Bliss=9.51, Synergy_Loewe=-1.99, Synergy_HSA=-0.749. (2) Drug 1: C1=C(C(=O)NC(=O)N1)F. Drug 2: C1CN(P(=O)(OC1)NCCCl)CCCl. Cell line: MOLT-4. Synergy scores: CSS=23.2, Synergy_ZIP=7.58, Synergy_Bliss=3.14, Synergy_Loewe=-8.11, Synergy_HSA=4.19. (3) Drug 1: C1CN1C2=NC(=NC(=N2)N3CC3)N4CC4. Drug 2: COC1=C2C(=CC3=C1OC=C3)C=CC(=O)O2. Cell line: SW-620. Synergy scores: CSS=18.5, Synergy_ZIP=-2.31, Synergy_Bliss=0.544, Synergy_Loewe=-16.6, Synergy_HSA=-1.27. (4) Cell line: HCT116. Drug 1: CC(CN1CC(=O)NC(=O)C1)N2CC(=O)NC(=O)C2. Synergy scores: CSS=45.6, Synergy_ZIP=6.46, Synergy_Bliss=6.22, Synergy_Loewe=9.45, Synergy_HSA=10.6. Drug 2: C(CN)CNCCSP(=O)(O)O. (5) Drug 1: CCCS(=O)(=O)NC1=C(C(=C(C=C1)F)C(=O)C2=CNC3=C2C=C(C=N3)C4=CC=C(C=C4)Cl)F. Drug 2: C1CN(P(=O)(OC1)NCCCl)CCCl. Cell line: RXF 393. Synergy scores: CSS=3.26, Synergy_ZIP=-2.63, Synergy_Bliss=1.47, Synergy_Loewe=-6.73, Synergy_HSA=1.30. (6) Drug 1: C1=CC(=CC=C1CCCC(=O)O)N(CCCl)CCCl. Drug 2: CC12CCC3C(C1CCC2OP(=O)(O)O)CCC4=C3C=CC(=C4)OC(=O)N(CCCl)CCCl.[Na+]. Cell line: SK-MEL-28. Synergy scores: CSS=2.00, Synergy_ZIP=-7.08, Synergy_Bliss=-10.2, Synergy_Loewe=-10.5, Synergy_HSA=-8.45. (7) Drug 1: COC1=C(C=C2C(=C1)N=CN=C2NC3=CC(=C(C=C3)F)Cl)OCCCN4CCOCC4. Drug 2: CC1=C(N=C(N=C1N)C(CC(=O)N)NCC(C(=O)N)N)C(=O)NC(C(C2=CN=CN2)OC3C(C(C(C(O3)CO)O)O)OC4C(C(C(C(O4)CO)O)OC(=O)N)O)C(=O)NC(C)C(C(C)C(=O)NC(C(C)O)C(=O)NCCC5=NC(=CS5)C6=NC(=CS6)C(=O)NCCC[S+](C)C)O. Cell line: 786-0. Synergy scores: CSS=20.8, Synergy_ZIP=-6.81, Synergy_Bliss=0.148, Synergy_Loewe=0.532, Synergy_HSA=3.36. (8) Drug 1: CCC(=C(C1=CC=CC=C1)C2=CC=C(C=C2)OCCN(C)C)C3=CC=CC=C3.C(C(=O)O)C(CC(=O)O)(C(=O)O)O. Drug 2: C1=CC=C(C(=C1)C(C2=CC=C(C=C2)Cl)C(Cl)Cl)Cl. Cell line: SK-MEL-5. Synergy scores: CSS=8.72, Synergy_ZIP=-5.80, Synergy_Bliss=-3.36, Synergy_Loewe=-0.605, Synergy_HSA=1.02. (9) Drug 1: C1=CC(=C2C(=C1NCCNCCO)C(=O)C3=C(C=CC(=C3C2=O)O)O)NCCNCCO. Drug 2: C1CC(=O)NC(=O)C1N2C(=O)C3=CC=CC=C3C2=O. Cell line: RXF 393. Synergy scores: CSS=24.0, Synergy_ZIP=2.22, Synergy_Bliss=1.93, Synergy_Loewe=-16.7, Synergy_HSA=0.990. (10) Drug 2: CC1=C2C(C(=O)C3(C(CC4C(C3C(C(C2(C)C)(CC1OC(=O)C(C(C5=CC=CC=C5)NC(=O)OC(C)(C)C)O)O)OC(=O)C6=CC=CC=C6)(CO4)OC(=O)C)O)C)O. Cell line: EKVX. Synergy scores: CSS=30.3, Synergy_ZIP=-3.96, Synergy_Bliss=-1.02, Synergy_Loewe=-85.2, Synergy_HSA=-2.77. Drug 1: CN(C)C1=NC(=NC(=N1)N(C)C)N(C)C.